Dataset: Forward reaction prediction with 1.9M reactions from USPTO patents (1976-2016). Task: Predict the product of the given reaction. (1) Given the reactants [CH3:1][O:2][CH2:3][CH2:4][C@@H:5]([NH:12]C(=O)OC(C)(C)C)[C:6]1[CH:11]=[CH:10][CH:9]=[CH:8][CH:7]=1.C(O)(C(F)(F)F)=O, predict the reaction product. The product is: [CH3:1][O:2][CH2:3][CH2:4][C@H:5]([C:6]1[CH:11]=[CH:10][CH:9]=[CH:8][CH:7]=1)[NH2:12]. (2) Given the reactants [Cl:1][C:2]1[CH:7]=[C:6](Cl)[N:5]=[C:4]([CH3:9])[N:3]=1.C(O)(C)C.[NH3:14].O, predict the reaction product. The product is: [Cl:1][C:2]1[N:3]=[C:4]([CH3:9])[N:5]=[C:6]([NH2:14])[CH:7]=1. (3) Given the reactants [C:1]([O:5][C:6]([NH:8][C:9]1[CH:14]=[CH:13][CH:12]=[CH:11][C:10]=1[NH2:15])=[O:7])([CH3:4])([CH3:3])[CH3:2].[C:16]([O:20][C:21]([N:23]1[CH2:28][CH2:27][CH:26]([C:29]2[CH:37]=[CH:36][C:32]([C:33](O)=[O:34])=[CH:31][CH:30]=2)[CH2:25][CH2:24]1)=[O:22])([CH3:19])([CH3:18])[CH3:17], predict the reaction product. The product is: [C:1]([O:5][C:6]([NH:8][C:9]1[CH:14]=[CH:13][CH:12]=[CH:11][C:10]=1[NH:15][C:33](=[O:34])[C:32]1[CH:36]=[CH:37][C:29]([CH:26]2[CH2:27][CH2:28][N:23]([C:21]([O:20][C:16]([CH3:18])([CH3:17])[CH3:19])=[O:22])[CH2:24][CH2:25]2)=[CH:30][CH:31]=1)=[O:7])([CH3:4])([CH3:2])[CH3:3].